Dataset: Reaction yield outcomes from USPTO patents with 853,638 reactions. Task: Predict the reaction yield, written as a fraction of the theoretical maximum amount of product (1.0 means a 100% yield; for example, 0.34 means a 34% yield). (1) The reactants are [CH2:1]([O:3][C:4](=[O:31])[C:5]([O:8][C:9]1[CH:14]=[CH:13][C:12]([CH2:15][NH:16][C:17]2[N:18]([CH3:29])[N:19]=[C:20]([C:22]3[CH:27]=[CH:26][C:25]([Cl:28])=[CH:24][CH:23]=3)[CH:21]=2)=[CH:11][C:10]=1[CH3:30])([CH3:7])[CH3:6])[CH3:2].C([O-])([O-])=O.[Cs+].[Cs+].[CH2:38](I)[CH3:39]. No catalyst specified. The product is [CH2:1]([O:3][C:4](=[O:31])[C:5]([O:8][C:9]1[CH:14]=[CH:13][C:12]([CH2:15][N:16]([C:17]2[N:18]([CH3:29])[N:19]=[C:20]([C:22]3[CH:23]=[CH:24][C:25]([Cl:28])=[CH:26][CH:27]=3)[CH:21]=2)[CH2:38][CH3:39])=[CH:11][C:10]=1[CH3:30])([CH3:6])[CH3:7])[CH3:2]. The yield is 0.170. (2) The reactants are C([Si](C1C=CC=CC=1)(C1C=CC=CC=1)[O:6][CH:7]1[CH2:12][CH2:11][N:10]([CH:13]2[CH2:17][CH2:16][N:15]([CH2:18][C:19]3[C:24]([Cl:25])=[CH:23][C:22]([C:26]4[CH:31]=[CH:30][C:29]([C:32]([N:34]5[CH2:39][CH2:38][CH:37]([C:40]([F:43])([F:42])[F:41])[CH2:36][CH2:35]5)=[O:33])=[CH:28][CH:27]=4)=[CH:21][C:20]=3[Cl:44])[C:14]2=[O:45])[CH2:9][CH2:8]1)(C)(C)C.FC(F)(F)C(O)=O.[OH-].[Na+]. The catalyst is C1COCC1.O.C(OCC)(=O)C. The product is [Cl:44][C:20]1[CH:21]=[C:22]([C:26]2[CH:27]=[CH:28][C:29]([C:32]([N:34]3[CH2:39][CH2:38][CH:37]([C:40]([F:43])([F:41])[F:42])[CH2:36][CH2:35]3)=[O:33])=[CH:30][CH:31]=2)[CH:23]=[C:24]([Cl:25])[C:19]=1[CH2:18][N:15]1[CH2:16][CH2:17][CH:13]([N:10]2[CH2:11][CH2:12][CH:7]([OH:6])[CH2:8][CH2:9]2)[C:14]1=[O:45]. The yield is 0.440. (3) The product is [F:24][C:21]1[CH:20]=[CH:19][C:18]([CH2:17][N:14]2[CH2:13][CH2:12][N:11]([C@@H:6]([CH2:5][NH:4][S:45]([C:42]3[CH:43]=[CH:44][C:39]([O:38][CH2:37][C:35]4[C:34]5[C:29](=[CH:30][CH:31]=[CH:32][CH:33]=5)[N:28]=[C:27]([CH3:26])[CH:36]=4)=[CH:40][CH:41]=3)(=[O:46])=[O:47])[C:7]([O:9][CH3:10])=[O:8])[CH2:16][CH2:15]2)=[CH:23][CH:22]=1. The reactants are Cl.Cl.Cl.[NH2:4][CH2:5][C@H:6]([N:11]1[CH2:16][CH2:15][N:14]([CH2:17][C:18]2[CH:23]=[CH:22][C:21]([F:24])=[CH:20][CH:19]=2)[CH2:13][CH2:12]1)[C:7]([O:9][CH3:10])=[O:8].Cl.[CH3:26][C:27]1[CH:36]=[C:35]([CH2:37][O:38][C:39]2[CH:44]=[CH:43][C:42]([S:45](Cl)(=[O:47])=[O:46])=[CH:41][CH:40]=2)[C:34]2[C:29](=[CH:30][CH:31]=[CH:32][CH:33]=2)[N:28]=1. No catalyst specified. The yield is 0.460. (4) The reactants are F[C:2]1[CH:9]=[CH:8][C:5]([CH:6]=[O:7])=[CH:4][C:3]=1[C:10]([F:13])([F:12])[F:11].[F:14][C:15]([F:24])([F:23])[C:16]1[CH:17]=[C:18]([OH:22])[CH:19]=[CH:20][CH:21]=1.C([O-])([O-])=O.[K+].[K+]. The catalyst is CS(C)=O. The product is [F:11][C:10]([F:13])([F:12])[C:3]1[CH:4]=[C:5]([CH:8]=[CH:9][C:2]=1[O:22][C:18]1[CH:19]=[CH:20][CH:21]=[C:16]([C:15]([F:14])([F:23])[F:24])[CH:17]=1)[CH:6]=[O:7]. The yield is 0.910. (5) The reactants are [C:1]([BH3-])#[N:2].[Na+].[F:5][CH2:6][CH2:7][O:8][CH2:9][CH2:10][O:11][CH2:12][CH2:13][O:14][C:15]1[CH:20]=[CH:19][C:18]([C:21]2[CH:22]=[C:23]3[C:28](=[CH:29][CH:30]=2)[CH:27]=[C:26](N)[CH:25]=[CH:24]3)=[CH:17][CH:16]=1.[CH2:32]=O.[OH-].[Na+]. The catalyst is C(O)(=O)C. The product is [F:5][CH2:6][CH2:7][O:8][CH2:9][CH2:10][O:11][CH2:12][CH2:13][O:14][C:15]1[CH:20]=[CH:19][C:18]([C:21]2[CH:22]=[C:23]3[C:28](=[CH:29][CH:30]=2)[CH:27]=[C:26]([N:2]([CH3:1])[CH3:32])[CH:25]=[CH:24]3)=[CH:17][CH:16]=1. The yield is 0.480. (6) The reactants are C([O:4][CH:5]1[CH:10]([N:11]([CH3:13])[CH3:12])[CH2:9][CH:8]([CH3:14])[O:7][CH:6]1[O:15][C:16]1[C:29]2[C:30]3=[C:31]4[C:26](=[CH:27][CH:28]=2)[CH:25]=[CH:24][CH:23]=[C:22]4[CH:21]=[CH:20][C:19]3=[CH:18][CH:17]=1)(=O)C.C([O-])([O-])=O.[K+].[K+]. The catalyst is CO. The product is [CH3:13][N:11]([CH3:12])[CH:10]1[CH2:9][CH:8]([CH3:14])[O:7][CH:6]([O:15][C:16]2[C:29]3[C:30]4=[C:31]5[C:26](=[CH:27][CH:28]=3)[CH:25]=[CH:24][CH:23]=[C:22]5[CH:21]=[CH:20][C:19]4=[CH:18][CH:17]=2)[CH:5]1[OH:4]. The yield is 0.680.